Dataset: Full USPTO retrosynthesis dataset with 1.9M reactions from patents (1976-2016). Task: Predict the reactants needed to synthesize the given product. Given the product [C:23]([O:22][C:20](=[O:21])[NH:19][C@H:17]([C:11]1[N:12]([CH:14]2[CH2:15][CH2:16]2)[C:13]2[C:5]([C:3]([N:55]3[CH2:60][CH2:59][O:58][CH2:57][CH2:56]3)=[O:4])=[C:6]([F:27])[CH:7]=[CH:8][C:9]=2[N:10]=1)[CH3:18])([CH3:25])([CH3:26])[CH3:24], predict the reactants needed to synthesize it. The reactants are: CO[C:3]([C:5]1[C:13]2[N:12]([CH:14]3[CH2:16][CH2:15]3)[C:11]([C@@H:17]([NH:19][C:20]([O:22][C:23]([CH3:26])([CH3:25])[CH3:24])=[O:21])[CH3:18])=[N:10][C:9]=2[CH:8]=[CH:7][C:6]=1[F:27])=[O:4].O[Li].O.CN(C(ON1N=NC2C=CC=NC1=2)=[N+](C)C)C.F[P-](F)(F)(F)(F)F.[NH:55]1[CH2:60][CH2:59][O:58][CH2:57][CH2:56]1.CCN(C(C)C)C(C)C.